This data is from Reaction yield outcomes from USPTO patents with 853,638 reactions. The task is: Predict the reaction yield, written as a fraction of the theoretical maximum amount of product (1.0 means a 100% yield; for example, 0.34 means a 34% yield). (1) The reactants are [C:1]([CH:4]([C:13]([O:15][CH2:16][CH3:17])=[O:14])[CH2:5][CH:6]=[CH:7][C:8]([O:10][CH2:11][CH3:12])=[O:9])(=[O:3])[CH3:2].[N+:18]([C:21]1[CH:26]=[CH:25][C:24](/[CH:27]=[CH:28]/[N+:29]([O-:31])=[O:30])=[CH:23][CH:22]=1)([O-:20])=[O:19]. The catalyst is C(OCC)C. The product is [CH2:11]([O:10][C:8]([CH2:7][C@@H:6]1[CH2:5][C@@:4]([C:1](=[O:3])[CH3:2])([C:13]([O:15][CH2:16][CH3:17])=[O:14])[C@@H:27]([C:24]2[CH:23]=[CH:22][C:21]([N+:18]([O-:20])=[O:19])=[CH:26][CH:25]=2)[C@@H:28]1[N+:29]([O-:31])=[O:30])=[O:9])[CH3:12]. The yield is 0.810. (2) The reactants are [C:1]([O:12][CH3:13])(=[O:11])[C:2]1[CH:10]=[CH:9][C:7]([OH:8])=[C:4]([O:5][CH3:6])[CH:3]=1.[N:14]1[CH:19]=[CH:18][C:17]([CH2:20]O)=[CH:16][CH:15]=1.C1(P(C2C=CC=CC=2)C2C=CC=CC=2)C=CC=CC=1.N(C(OCC)=O)=NC(OCC)=O. The catalyst is C1COCC1. The product is [CH3:13][O:12][C:1](=[O:11])[C:2]1[CH:10]=[CH:9][C:7]([O:8][CH2:20][C:17]2[CH:18]=[CH:19][N:14]=[CH:15][CH:16]=2)=[C:4]([O:5][CH3:6])[CH:3]=1. The yield is 0.800. (3) The reactants are O[CH2:2][C:3]([C:5]1[CH:10]=[CH:9][CH:8]=[CH:7][CH:6]=1)=[O:4].O1CCN([C:17]2[CH:24]=[CH:23][C:20]([CH:21]=O)=[CH:19][CH:18]=2)CC1.O(C)[Na]. The catalyst is C1COCC1. The product is [C:20]1([CH:21]=[CH:2][C:3]([C:5]2[CH:10]=[CH:9][CH:8]=[CH:7][CH:6]=2)=[O:4])[CH:23]=[CH:24][CH:17]=[CH:18][CH:19]=1. The yield is 0.560.